Dataset: Forward reaction prediction with 1.9M reactions from USPTO patents (1976-2016). Task: Predict the product of the given reaction. (1) Given the reactants CCN(C(C)C)C(C)C.Cl.Cl.[N:12]1([C:18]2[CH:23]=[CH:22][N:21]=[C:20]3[NH:24][N:25]=[C:26]([O:27][CH2:28][CH:29]([OH:32])[CH2:30][OH:31])[C:19]=23)[CH2:17][CH2:16][NH:15][CH2:14][CH2:13]1.[C:33]([O:37][C:38]([N:40]([CH:53]([CH3:55])[CH3:54])[CH2:41][C@H:42]([C:46]1[CH:51]=[CH:50][C:49]([Cl:52])=[CH:48][CH:47]=1)[C:43](O)=[O:44])=[O:39])([CH3:36])([CH3:35])[CH3:34].CN(C(ON1N=NC2C=CC=CC1=2)=[N+](C)C)C.[B-](F)(F)(F)F, predict the reaction product. The product is: [Cl:52][C:49]1[CH:50]=[CH:51][C:46]([C@H:42]([C:43]([N:15]2[CH2:16][CH2:17][N:12]([C:18]3[CH:23]=[CH:22][N:21]=[C:20]4[NH:24][N:25]=[C:26]([O:27][CH2:28][CH:29]([OH:32])[CH2:30][OH:31])[C:19]=34)[CH2:13][CH2:14]2)=[O:44])[CH2:41][N:40]([CH:53]([CH3:54])[CH3:55])[C:38](=[O:39])[O:37][C:33]([CH3:35])([CH3:34])[CH3:36])=[CH:47][CH:48]=1. (2) Given the reactants Br[C:2]1[C:8]([Cl:9])=[CH:7][C:5]([NH2:6])=[CH:4][C:3]=1[Cl:10].[CH3:11][O:12][C:13]1[N:18]=[CH:17][C:16](B(O)O)=[CH:15][CH:14]=1.C(=O)([O-])[O-].[Na+].[Na+], predict the reaction product. The product is: [Cl:10][C:3]1[CH:4]=[C:5]([CH:7]=[C:8]([Cl:9])[C:2]=1[C:16]1[CH:17]=[N:18][C:13]([O:12][CH3:11])=[CH:14][CH:15]=1)[NH2:6]. (3) Given the reactants [Cl:1][C:2]1[CH:11]=[C:10]([C:12]#[C:13][C:14]([CH3:17])([CH3:16])[CH3:15])[CH:9]=[CH:8][C:3]=1[C:4]([O:6]C)=[O:5].[OH-].[Na+].C1COCC1, predict the reaction product. The product is: [Cl:1][C:2]1[CH:11]=[C:10]([C:12]#[C:13][C:14]([CH3:17])([CH3:16])[CH3:15])[CH:9]=[CH:8][C:3]=1[C:4]([OH:6])=[O:5]. (4) Given the reactants C([N:8]1[CH2:13][CH2:12][C:11]([NH:15][C:16]([C:18]2[N:22]3[CH:23]=[CH:24][CH:25]=[C:26]([O:27][CH2:28][CH:29]4[CH2:34][CH2:33][CH2:32][CH2:31][CH2:30]4)[C:21]3=[N:20][C:19]=2[CH3:35])=[O:17])([CH3:14])[CH2:10][CH2:9]1)C1C=CC=CC=1.ClC(OC(Cl)C)=O.ClC(Cl)C, predict the reaction product. The product is: [CH:29]1([CH2:28][O:27][C:26]2[C:21]3[N:22]([C:18]([C:16]([NH:15][C:11]4([CH3:14])[CH2:10][CH2:9][NH:8][CH2:13][CH2:12]4)=[O:17])=[C:19]([CH3:35])[N:20]=3)[CH:23]=[CH:24][CH:25]=2)[CH2:30][CH2:31][CH2:32][CH2:33][CH2:34]1. (5) Given the reactants C([NH:4][CH:5]([C:11](=[O:19])[CH2:12][CH2:13][C:14]([O:16]CC)=[O:15])C(OCC)=O)(=O)C.[ClH:20], predict the reaction product. The product is: [ClH:20].[NH2:4][CH2:5][C:11](=[O:19])[CH2:12][CH2:13][C:14]([OH:16])=[O:15].